Dataset: Catalyst prediction with 721,799 reactions and 888 catalyst types from USPTO. Task: Predict which catalyst facilitates the given reaction. (1) Reactant: [O:1]=[CH:2][CH2:3][C@H:4]1[CH2:15][CH2:14][C:13]2[S:12][C:11]3[N:10]=[CH:9][N:8]=[C:7]([NH:16][CH:17]4[CH2:22][CH2:21][CH:20]([NH:23][C:24](=[O:30])[O:25][C:26]([CH3:29])([CH3:28])[CH3:27])[CH2:19][CH2:18]4)[C:6]=3[C:5]1=2.[CH3:31][Mg+].[Br-]. Product: [OH:1][CH:2]([CH3:31])[CH2:3][C@H:4]1[CH2:15][CH2:14][C:13]2[S:12][C:11]3[N:10]=[CH:9][N:8]=[C:7]([NH:16][CH:17]4[CH2:18][CH2:19][CH:20]([NH:23][C:24](=[O:30])[O:25][C:26]([CH3:27])([CH3:29])[CH3:28])[CH2:21][CH2:22]4)[C:6]=3[C:5]1=2. The catalyst class is: 7. (2) Reactant: Br[C:2]1[CH:3]=[CH:4][C:5]([O:17][CH2:18][C:19]2[CH:24]=[CH:23][CH:22]=[CH:21][C:20]=2[C:25]#[N:26])=[C:6]([CH:16]=1)[C:7]([NH:9][C:10]1[CH:11]=[N:12][CH:13]=[CH:14][CH:15]=1)=[O:8].[CH3:27][N:28]1[CH:32]=[C:31](B2OC(C)(C)C(C)(C)O2)[CH:30]=[N:29]1.C(=O)([O-])[O-].[Na+].[Na+]. Product: [C:25]([C:20]1[CH:21]=[CH:22][CH:23]=[CH:24][C:19]=1[CH2:18][O:17][C:5]1[CH:4]=[CH:3][C:2]([C:31]2[CH:30]=[N:29][N:28]([CH3:27])[CH:32]=2)=[CH:16][C:6]=1[C:7]([NH:9][C:10]1[CH:11]=[N:12][CH:13]=[CH:14][CH:15]=1)=[O:8])#[N:26]. The catalyst class is: 57.